This data is from Forward reaction prediction with 1.9M reactions from USPTO patents (1976-2016). The task is: Predict the product of the given reaction. (1) Given the reactants [Cl:1][C:2]1[C:7]([C:8]([NH2:10])=O)=[CH:6][N:5]=[C:4]2[CH:11]=[CH:12][S:13][C:3]=12.N1C(Cl)=NC(Cl)=NC=1Cl, predict the reaction product. The product is: [Cl:1][C:2]1[C:7]([C:8]#[N:10])=[CH:6][N:5]=[C:4]2[CH:11]=[CH:12][S:13][C:3]=12. (2) Given the reactants [Cl:1][C:2]1[CH:7]=[CH:6][CH:5]=[CH:4][C:3]=1[CH:8]1[CH2:13][CH:12]([NH:14][C:15](=[O:22])[C:16]2[CH:21]=[CH:20][CH:19]=[CH:18][N:17]=2)[CH:11]([OH:23])[CH2:10][CH2:9]1.CC(OI1(OC(C)=O)(OC(C)=O)OC(=O)C2C=CC=CC1=2)=O, predict the reaction product. The product is: [Cl:1][C:2]1[CH:7]=[CH:6][CH:5]=[CH:4][C:3]=1[CH:8]1[CH2:13][CH:12]([NH:14][C:15](=[O:22])[C:16]2[CH:21]=[CH:20][CH:19]=[CH:18][N:17]=2)[C:11](=[O:23])[CH2:10][CH2:9]1. (3) Given the reactants [F:1][C:2]1[CH:3]=[C:4]([C:8]2[C:12]([C:13]([OH:15])=O)=[C:11]([CH3:16])[O:10][N:9]=2)[CH:5]=[CH:6][CH:7]=1.Cl.C(N=C=NCCCN(C)C)C.OC1C2N=NNC=2C=CC=1.[N:39]1([C:45]2[CH:50]=[CH:49][CH:48]=[CH:47][C:46]=2[OH:51])[CH2:44][CH2:43][NH:42][CH2:41][CH2:40]1, predict the reaction product. The product is: [F:1][C:2]1[CH:3]=[C:4]([C:8]2[C:12]([C:13]([N:42]3[CH2:41][CH2:40][N:39]([C:45]4[CH:50]=[CH:49][CH:48]=[CH:47][C:46]=4[OH:51])[CH2:44][CH2:43]3)=[O:15])=[C:11]([CH3:16])[O:10][N:9]=2)[CH:5]=[CH:6][CH:7]=1. (4) Given the reactants [CH:1]1([C:6]([C:8]2[CH:13]=[CH:12][C:11]([O:14][CH2:15][C:16]3[CH:21]=[CH:20][CH:19]=[CH:18][CH:17]=3)=[CH:10][C:9]=2F)=O)[CH2:5][CH2:4][CH2:3][CH2:2]1.O.[NH2:24][NH2:25], predict the reaction product. The product is: [CH2:15]([O:14][C:11]1[CH:10]=[C:9]2[C:8]([C:6]([CH:1]3[CH2:5][CH2:4][CH2:3][CH2:2]3)=[N:24][NH:25]2)=[CH:13][CH:12]=1)[C:16]1[CH:21]=[CH:20][CH:19]=[CH:18][CH:17]=1. (5) Given the reactants Br[C:2]1[CH:3]=[C:4]2[C:8](=[CH:9][C:10]=1[O:11][CH3:12])[CH2:7][CH2:6][CH2:5]2.[Li]CCCC.[B:18](OC(C)C)([O:23]C(C)C)[O:19]C(C)C.CCOC(C)=O, predict the reaction product. The product is: [CH3:12][O:11][C:10]1[CH:9]=[C:8]2[C:4]([CH2:5][CH2:6][CH2:7]2)=[CH:3][C:2]=1[B:18]([OH:23])[OH:19]. (6) Given the reactants [CH:1]1[C:14]2[C:5](=[CH:6][C:7]3[C:12]([C:13]=2[C:15]([N:17]2[CH2:22][CH2:21][CH:20]([N:23]4[CH2:36][C:27]5([C:31](=[O:32])[N:30]([CH2:33][CH3:34])[CH:29]([CH3:35])[CH2:28]5)[N:26](C(=O)C(F)(F)F)[CH2:25][CH2:24]4)[CH2:19][CH2:18]2)=[O:16])=[CH:11][CH:10]=[CH:9][CH:8]=3)[CH:4]=[CH:3][CH:2]=1.C(=O)([O-])[O-].[K+].[K+].CO.O, predict the reaction product. The product is: [CH:1]1[C:14]2[C:5](=[CH:6][C:7]3[C:12]([C:13]=2[C:15]([N:17]2[CH2:18][CH2:19][CH:20]([N:23]4[CH2:36][C:27]5([C:31](=[O:32])[N:30]([CH2:33][CH3:34])[CH:29]([CH3:35])[CH2:28]5)[NH:26][CH2:25][CH2:24]4)[CH2:21][CH2:22]2)=[O:16])=[CH:11][CH:10]=[CH:9][CH:8]=3)[CH:4]=[CH:3][CH:2]=1. (7) Given the reactants [F:1][C:2]([F:7])([F:6])[C:3]([OH:5])=[O:4].[I:8][C:9]1[S:10][C:11]2[CH:17]=[CH:16][CH:15]=[C:14]([O:18][C:19]3[CH:24]=[C:23]([C:25]4[CH:30]=[CH:29][C:28]([C:31]([F:34])([F:33])[F:32])=[CH:27][CH:26]=4)[N:22]=[CH:21][N:20]=3)[C:12]=2[N:13]=1.FC(F)(F)C(O)=O.[F:42][C:43]([F:67])([F:66])[C:44]1[CH:49]=[CH:48][C:47]([C:50]2[N:55]=[CH:54][N:53]=[C:52]([O:56][C:57]3[C:62]4[N:63]=[CH:64][S:65][C:61]=4[CH:60]=[CH:59][CH:58]=3)[CH:51]=2)=[CH:46][CH:45]=1.FC(F)(F)C1C=CC(C2N=CN=C(OC3C4N=C(N)SC=4C=CC=3)C=2)=CC=1.N(OCCC(C)C)=O.[I-].[Cs+], predict the reaction product. The product is: [C:3]([OH:5])([C:2]([F:7])([F:6])[F:1])=[O:4].[I:8][C:9]1[S:10][C:11]2[CH:17]=[CH:16][CH:15]=[C:14]([O:18][C:19]3[CH:24]=[C:23]([C:25]4[CH:26]=[CH:27][C:28]([C:31]([F:34])([F:32])[F:33])=[CH:29][CH:30]=4)[N:22]=[CH:21][N:20]=3)[C:12]=2[N:13]=1.[F:66][C:43]([F:42])([F:67])[C:44]1[CH:49]=[CH:48][C:47]([C:50]2[N:55]=[CH:54][N:53]=[C:52]([O:56][C:57]3[C:62]4[N:63]=[CH:64][S:65][C:61]=4[CH:60]=[CH:59][CH:58]=3)[CH:51]=2)=[CH:46][CH:45]=1. (8) Given the reactants [CH3:1][O:2][C:3]([C@@H:5]([N:13]1[CH2:21][C:17]2[CH:18]=[CH:19][S:20][C:16]=2[CH2:15][CH2:14]1)[C:6]1[CH:7]=[CH:8][CH:9]=[CH:10][C:11]=1[Cl:12])=[O:4].[C@:22]12([CH2:32][S:33]([OH:36])(=[O:35])=[O:34])[C:29]([CH3:31])([CH3:30])[CH:26]([CH2:27][CH2:28]1)[CH2:25][C:23]2=[O:24].C(C(C)=O)(C)(C)C, predict the reaction product. The product is: [CH3:1][O:2][C:3]([C@@H:5]([N:13]1[CH2:21][C:17]2[CH:18]=[CH:19][S:20][C:16]=2[CH2:15][CH2:14]1)[C:6]1[CH:7]=[CH:8][CH:9]=[CH:10][C:11]=1[Cl:12])=[O:4].[C@:22]12([CH2:32][S:33]([O-:36])(=[O:34])=[O:35])[C:29]([CH3:31])([CH3:30])[CH:26]([CH2:27][CH2:28]1)[CH2:25][C:23]2=[O:24]. (9) Given the reactants Cl.[CH3:2][O:3][C:4](=[O:22])[C@@H:5]([NH2:21])[CH2:6][C:7]1[CH:12]=[CH:11][C:10]([O:13][C:14](=[O:16])[CH3:15])=[C:9]([O:17][C:18](=[O:20])[CH3:19])[CH:8]=1.[O:23]=[C:24](Cl)OC(Cl)(Cl)Cl.C(Cl)(Cl)=O, predict the reaction product. The product is: [CH3:2][O:3][C:4](=[O:22])[C@@H:5]([N:21]=[C:24]=[O:23])[CH2:6][C:7]1[CH:12]=[CH:11][C:10]([O:13][C:14](=[O:16])[CH3:15])=[C:9]([O:17][C:18](=[O:20])[CH3:19])[CH:8]=1. (10) The product is: [C:24]([C:12]1[C:13]([O:17][CH:18]2[CH2:19][CH2:20][N:21]([C:27]([O:28][CH:29]([CH3:31])[CH3:30])=[O:32])[CH2:22][CH2:23]2)=[CH:14][C:15](=[O:16])[N:10]([C:7]2[CH:8]=[CH:9][C:4]([C:2]#[N:3])=[C:5]([F:26])[CH:6]=2)[N:11]=1)#[N:25]. Given the reactants Cl.[C:2]([C:4]1[CH:9]=[CH:8][C:7]([N:10]2[C:15](=[O:16])[CH:14]=[C:13]([O:17][CH:18]3[CH2:23][CH2:22][NH:21][CH2:20][CH2:19]3)[C:12]([C:24]#[N:25])=[N:11]2)=[CH:6][C:5]=1[F:26])#[N:3].[C:27](Cl)(=[O:32])[O:28][CH:29]([CH3:31])[CH3:30], predict the reaction product.